Dataset: Peptide-MHC class II binding affinity with 134,281 pairs from IEDB. Task: Regression. Given a peptide amino acid sequence and an MHC pseudo amino acid sequence, predict their binding affinity value. This is MHC class II binding data. (1) The peptide sequence is FEVDQTKIQYVIRAQ. The MHC is HLA-DQA10201-DQB10301 with pseudo-sequence HLA-DQA10201-DQB10301. The binding affinity (normalized) is 0.233. (2) The binding affinity (normalized) is 0.204. The MHC is HLA-DPA10201-DPB10101 with pseudo-sequence HLA-DPA10201-DPB10101. The peptide sequence is TWQGGSGMASHIIYE.